From a dataset of Reaction yield outcomes from USPTO patents with 853,638 reactions. Predict the reaction yield, written as a fraction of the theoretical maximum amount of product (1.0 means a 100% yield; for example, 0.34 means a 34% yield). The reactants are COC[O:4][C:5]1[CH:10]=[C:9]([CH3:11])[C:8]([C:12]2[C:17]([CH2:18][O:19][C:20]3[CH:25]=[CH:24][CH:23]=[CH:22][CH:21]=3)=[CH:16][CH:15]=[C:14]([C:26]([O:28][CH3:29])=[O:27])[CH:13]=2)=[C:7]([CH3:30])[CH:6]=1.CO.Cl.CO. The catalyst is C(COC)OC. The product is [OH:4][C:5]1[CH:6]=[C:7]([CH3:30])[C:8]([C:12]2[C:17]([CH2:18][O:19][C:20]3[CH:25]=[CH:24][CH:23]=[CH:22][CH:21]=3)=[CH:16][CH:15]=[C:14]([C:26]([O:28][CH3:29])=[O:27])[CH:13]=2)=[C:9]([CH3:11])[CH:10]=1. The yield is 0.930.